From a dataset of Reaction yield outcomes from USPTO patents with 853,638 reactions. Predict the reaction yield, written as a fraction of the theoretical maximum amount of product (1.0 means a 100% yield; for example, 0.34 means a 34% yield). The reactants are [Br:1][C:2]1[CH:3]=[CH:4][C:5]2[C:11]3[S:12][C:13]([C:15]([OH:17])=O)=[CH:14][C:10]=3[CH2:9][CH2:8][O:7][C:6]=2[CH:18]=1.[Si]([O:26][CH2:27][CH2:28][NH:29][C:30]1[CH:35]=[CH:34][CH:33]=[CH:32][C:31]=1[Cl:36])(C(C)(C)C)(C)C. No catalyst specified. The product is [Br:1][C:2]1[CH:3]=[CH:4][C:5]2[C:11]3[S:12][C:13]([C:15]([N:29]([C:30]4[CH:35]=[CH:34][CH:33]=[CH:32][C:31]=4[Cl:36])[CH2:28][CH2:27][OH:26])=[O:17])=[CH:14][C:10]=3[CH2:9][CH2:8][O:7][C:6]=2[CH:18]=1. The yield is 0.250.